From a dataset of Forward reaction prediction with 1.9M reactions from USPTO patents (1976-2016). Predict the product of the given reaction. Given the reactants [F:1][C:2]1[CH:3]=[C:4]2[C:8](=[CH:9][CH:10]=1)[NH:7][C:6](=[O:11])[C:5]2=[N:12][N:13]=[CH:14][C:15]1[NH:19][C:18]([CH3:20])=[C:17]([C:21]([NH:23][CH2:24][CH2:25][CH2:26][CH2:27][C:28](O)=[O:29])=[O:22])[C:16]=1[CH3:31].Cl.C(N=C=NCCCN(C)C)C.OC1C2N=NNC=2C=CC=1.C(N(CC)CC)C.[F:61][C:62]1[CH:67]=[CH:66][C:65]([NH2:68])=[C:64]([NH2:69])[CH:63]=1, predict the reaction product. The product is: [F:1][C:2]1[CH:3]=[C:4]2[C:8](=[CH:9][CH:10]=1)[NH:7][C:6](=[O:11])[C:5]2=[N:12][N:13]=[CH:14][C:15]1[NH:19][C:18]([CH3:20])=[C:17]([C:21]([NH:23][CH2:24][CH2:25][CH2:26][CH2:27][C:28]([NH:68][C:65]2[CH:66]=[CH:67][C:62]([F:61])=[CH:63][C:64]=2[NH2:69])=[O:29])=[O:22])[C:16]=1[CH3:31].